Task: Predict which catalyst facilitates the given reaction.. Dataset: Catalyst prediction with 721,799 reactions and 888 catalyst types from USPTO Reactant: [CH3:1][S:2]([C:5]1[CH:6]=[C:7]([CH:12]=[CH:13][CH:14]=1)[C:8](OC)=[O:9])(=[O:4])=[O:3].O.[NH2:16][NH2:17]. Product: [CH3:1][S:2]([C:5]1[CH:6]=[C:7]([CH:12]=[CH:13][CH:14]=1)[C:8]([NH:16][NH2:17])=[O:9])(=[O:4])=[O:3]. The catalyst class is: 8.